From a dataset of Peptide-MHC class II binding affinity with 134,281 pairs from IEDB. Regression. Given a peptide amino acid sequence and an MHC pseudo amino acid sequence, predict their binding affinity value. This is MHC class II binding data. (1) The peptide sequence is MGQLISFFQEIPVFL. The MHC is DRB1_0101 with pseudo-sequence DRB1_0101. The binding affinity (normalized) is 0.799. (2) The peptide sequence is GELQIVDKIDAWFKI. The MHC is DRB3_0101 with pseudo-sequence DRB3_0101. The binding affinity (normalized) is 0.601.